Task: Predict the reactants needed to synthesize the given product.. Dataset: Full USPTO retrosynthesis dataset with 1.9M reactions from patents (1976-2016) (1) Given the product [NH2:1][C:2]1[C:11]2[N:12]=[C:13]([CH2:20][O:21][CH2:22][CH3:23])[N:14]([CH2:15][C:16]([CH3:17])([OH:18])[CH3:19])[C:10]=2[C:9]2[N:8]=[CH:7][C:6]([C:24]3[CH:25]=[N:26][CH:27]=[C:28]([CH2:30][OH:31])[CH:29]=3)=[CH:5][C:4]=2[N:3]=1, predict the reactants needed to synthesize it. The reactants are: [NH2:1][C:2]1[C:11]2[N:12]=[C:13]([CH2:20][O:21][CH2:22][CH3:23])[N:14]([CH2:15][C:16]([CH3:19])([OH:18])[CH3:17])[C:10]=2[C:9]2[N:8]=[CH:7][C:6]([C:24]3[CH:25]=[N:26][CH:27]=[C:28]([CH2:30][O:31][Si](C(C)(C)C)(C)C)[CH:29]=3)=[CH:5][C:4]=2[N:3]=1.O. (2) Given the product [CH2:17]([O:16][C:14](=[O:15])[C:13]([F:20])([F:19])[Si:3]([CH3:6])([CH3:5])[CH3:4])[CH3:18], predict the reactants needed to synthesize it. The reactants are: [Mg].Cl[Si:3]([CH3:6])([CH3:5])[CH3:4].CN(C=O)C.Cl[C:13]([F:20])([F:19])[C:14]([O:16][CH2:17][CH3:18])=[O:15]. (3) The reactants are: Br[C:2]1[CH:3]=[C:4]2[CH2:10][C:9](=[O:11])[NH:8][C:5]2=N[CH:7]=1.[C:12]([O:16][C:17]([CH3:20])([CH3:19])[CH3:18])(=[O:15])[CH:13]=[CH2:14].[C:21]1(C)C=CC=CC=1P(C1C=CC=CC=1C)C1C=CC=CC=1C.C(N(C(C)C)CC)(C)C. Given the product [O:11]=[C:9]1[CH2:10][C:4]2[C:5](=[CH:21][CH:7]=[C:2](/[CH:14]=[CH:13]/[C:12]([O:16][C:17]([CH3:20])([CH3:19])[CH3:18])=[O:15])[CH:3]=2)[NH:8]1, predict the reactants needed to synthesize it.